Dataset: Catalyst prediction with 721,799 reactions and 888 catalyst types from USPTO. Task: Predict which catalyst facilitates the given reaction. (1) Reactant: [NH2:1][CH2:2][C@H:3]([N:13]([CH3:21])[C:14](=[O:20])[O:15][C:16]([CH3:19])([CH3:18])[CH3:17])[CH2:4][O:5][CH2:6][C:7]1[CH:12]=[CH:11][CH:10]=[CH:9][CH:8]=1.FC(F)(F)S(O[CH2:28][CH:29]([F:31])[F:30])(=O)=O.CCN(C(C)C)C(C)C.[CH3:43][C:44]([O:47][C:48](O[C:48]([O:47][C:44]([CH3:46])([CH3:45])[CH3:43])=[O:49])=[O:49])([CH3:46])[CH3:45]. Product: [C:44]([O:47][C:48](=[O:49])[N:1]([CH2:2][C@H:3]([N:13]([C:14]([O:15][C:16]([CH3:17])([CH3:18])[CH3:19])=[O:20])[CH3:21])[CH2:4][O:5][CH2:6][C:7]1[CH:8]=[CH:9][CH:10]=[CH:11][CH:12]=1)[CH2:28][CH:29]([F:31])[F:30])([CH3:46])([CH3:45])[CH3:43]. The catalyst class is: 5. (2) Reactant: [C:1]([O:5][C:6](=[O:28])[CH2:7][C@H:8]([C:18]1[O:22][N:21]=[C:20]([C:23](OCC)=[O:24])[N:19]=1)[CH2:9][CH2:10][CH2:11][CH:12]1[CH2:17][CH2:16][CH2:15][CH2:14][CH2:13]1)([CH3:4])([CH3:3])[CH3:2].C(N(CC)CC)C.Cl.[CH3:37][O:38][C:39](=[O:42])[CH2:40][NH2:41]. Product: [CH:12]1([CH2:11][CH2:10][CH2:9][C@@H:8]([C:18]2[O:22][N:21]=[C:20]([C:23]([NH:41][CH2:40][C:39]([O:38][CH3:37])=[O:42])=[O:24])[N:19]=2)[CH2:7][C:6]([O:5][C:1]([CH3:2])([CH3:3])[CH3:4])=[O:28])[CH2:13][CH2:14][CH2:15][CH2:16][CH2:17]1. The catalyst class is: 8. (3) Reactant: [C:1]([O:5][C:6](=[O:14])[N:7]([CH2:11][CH2:12]Cl)[CH2:8]CCl)([CH3:4])([CH3:3])[CH3:2].[C:15]([O:28][CH2:29][C:30]1[CH:35]=[CH:34][CH:33]=[CH:32][CH:31]=1)(=[O:27])[CH2:16][C:17]([O:19][CH2:20][C:21]1[CH:26]=[CH:25][CH:24]=[CH:23][CH:22]=1)=[O:18].[C:36](=O)([O-])[O-].[K+].[K+]. Product: [CH2:20]([O:19][C:17]([C:16]1([C:15]([O:28][CH2:29][C:30]2[CH:31]=[CH:32][CH:33]=[CH:34][CH:35]=2)=[O:27])[CH2:36][CH2:12][CH2:11][N:7]([C:6]([O:5][C:1]([CH3:4])([CH3:3])[CH3:2])=[O:14])[CH2:8]1)=[O:18])[C:21]1[CH:26]=[CH:25][CH:24]=[CH:23][CH:22]=1. The catalyst class is: 596. (4) Product: [CH3:1][NH:2][S:3]([CH2:6][C:7]1[CH:8]=[CH:9][C:10]2[NH:15][CH:14]=[C:13]([CH2:16][CH2:17][N:18]([CH3:20])[CH3:19])[C:11]=2[CH:12]=1)(=[O:5])=[O:4].[CH2:22]([C:21]([OH:28])=[O:27])[CH2:23][C:24]([OH:26])=[O:25]. The catalyst class is: 7. Reactant: [CH3:1][NH:2][S:3]([CH2:6][C:7]1[CH:8]=[CH:9][C:10]2[NH:15][CH:14]=[C:13]([CH2:16][CH2:17][N:18]([CH3:20])[CH3:19])[C:11]=2[CH:12]=1)(=[O:5])=[O:4].[C:21]([OH:28])(=[O:27])[CH2:22][CH2:23][C:24]([OH:26])=[O:25]. (5) Reactant: [NH2:1][CH2:2][CH2:3][CH2:4][CH2:5][C:6]([OH:8])=[O:7].[Cl:9][C:10]1[N:15]=[C:14]([N:16]2[CH2:21][CH2:20][O:19][CH2:18][CH2:17]2)[CH:13]=[C:12](Cl)[N:11]=1.CCN(C(C)C)C(C)C. Product: [Cl:9][C:10]1[N:11]=[C:12]([NH:1][CH2:2][CH2:3][CH2:4][CH2:5][C:6]([OH:8])=[O:7])[CH:13]=[C:14]([N:16]2[CH2:21][CH2:20][O:19][CH2:18][CH2:17]2)[N:15]=1. The catalyst class is: 508.